From a dataset of Forward reaction prediction with 1.9M reactions from USPTO patents (1976-2016). Predict the product of the given reaction. (1) Given the reactants C(N(CC)CC)C.[NH2:8][C:9]1[CH:14]=[CH:13][CH:12]=[CH:11][C:10]=1[OH:15].[C:16](=O)(OC(Cl)(Cl)Cl)[O:17]C(Cl)(Cl)Cl, predict the reaction product. The product is: [O:15]1[C:10]2[CH:11]=[CH:12][CH:13]=[CH:14][C:9]=2[NH:8][C:16]1=[O:17]. (2) Given the reactants [H-].[Na+].[C:3]1(=[O:13])[C:12]2[C:7](=[CH:8][N:9]=[CH:10][CH:11]=2)[CH:6]=[CH:5][NH:4]1.[CH3:14]N(C)C=O, predict the reaction product. The product is: [CH3:14][N:4]1[CH:5]=[CH:6][C:7]2[C:12](=[CH:11][CH:10]=[N:9][CH:8]=2)[C:3]1=[O:13].